Dataset: Full USPTO retrosynthesis dataset with 1.9M reactions from patents (1976-2016). Task: Predict the reactants needed to synthesize the given product. (1) The reactants are: Cl.[OH:2][C@H:3]1[C@@H:8]([OH:9])[C@H:7]([OH:10])[C@@H:6]([CH2:11][OH:12])[NH:5][C@@H:4]1[C:13]([NH:15][CH3:16])=[O:14].C(=O)([O-])[O-].[K+].[K+].[I-].[K+].Cl[CH2:26]/[CH:27]=[CH:28]/[C:29]1[CH:34]=[CH:33][C:32]([C:35]2[CH:40]=[CH:39][CH:38]=[CH:37][CH:36]=2)=[CH:31][CH:30]=1. Given the product [OH:2][C@H:3]1[C@@H:8]([OH:9])[C@H:7]([OH:10])[C@@H:6]([CH2:11][OH:12])[N:5]([CH2:26]/[CH:27]=[CH:28]/[C:29]2[CH:34]=[CH:33][C:32]([C:35]3[CH:40]=[CH:39][CH:38]=[CH:37][CH:36]=3)=[CH:31][CH:30]=2)[C@@H:4]1[C:13]([NH:15][CH3:16])=[O:14], predict the reactants needed to synthesize it. (2) The reactants are: Cl.[Cl:2][C:3]1[CH:4]=[C:5]([C:13]2[O:17][N:16]=[C:15]([C:18]3[C:28]4[O:27][CH2:26][CH2:25][NH:24][CH2:23][C:22]=4[CH:21]=[CH:20][CH:19]=3)[N:14]=2)[CH:6]=[N:7][C:8]=1[O:9][CH:10]([CH3:12])[CH3:11].C(N(CC)C(C)C)(C)C.Br[CH2:39][CH2:40][C:41]([O:43][CH2:44][CH3:45])=[O:42]. Given the product [Cl:2][C:3]1[CH:4]=[C:5]([C:13]2[O:17][N:16]=[C:15]([C:18]3[C:28]4[O:27][CH2:26][CH2:25][N:24]([CH2:39][CH2:40][C:41]([O:43][CH2:44][CH3:45])=[O:42])[CH2:23][C:22]=4[CH:21]=[CH:20][CH:19]=3)[N:14]=2)[CH:6]=[N:7][C:8]=1[O:9][CH:10]([CH3:12])[CH3:11], predict the reactants needed to synthesize it. (3) Given the product [C:6]([O:15][C@H:16]([CH2:34][CH2:35][C:36]1[CH:37]=[CH:38][C:39]([C:42]2[CH:43]=[N:44][C:45]([O:48][CH3:49])=[CH:46][CH:47]=2)=[CH:40][CH:41]=1)[C@H:17]([CH2:21][CH2:22][N:23]1[C:28](=[O:29])[C:27]2[CH:30]=[CH:31][CH:32]=[CH:33][C:26]=2[N:25]=[N:24]1)[C:18]([OH:20])=[O:19])(=[O:5])[CH3:7], predict the reactants needed to synthesize it. The reactants are: N(C(OC(C)C)=O)=NC([O:5][CH:6](C)[CH3:7])=O.[OH:15][C@H:16]([CH2:34][CH2:35][C:36]1[CH:41]=[CH:40][C:39]([C:42]2[CH:43]=[N:44][C:45]([O:48][CH3:49])=[CH:46][CH:47]=2)=[CH:38][CH:37]=1)[C@H:17]([CH2:21][CH2:22][N:23]1[C:28](=[O:29])[C:27]2[CH:30]=[CH:31][CH:32]=[CH:33][C:26]=2[N:25]=[N:24]1)[C:18]([OH:20])=[O:19].C(P(CCCC)CCCC)CCC.C(O)(=O)C. (4) Given the product [Cl:18][C:15]1[CH:16]=[C:17]2[C:12]([CH:11]=[C:10]([C:9]([OH:8])=[O:22])[N:19]=[CH:20]2)=[CH:13][CH:14]=1, predict the reactants needed to synthesize it. The reactants are: C(Cl)(=O)C(Cl)=O.C[O:8][C:9](=[O:22])[CH:10]([NH:19][CH:20]=O)[CH2:11][C:12]1[CH:17]=[CH:16][C:15]([Cl:18])=[CH:14][CH:13]=1.